This data is from Reaction yield outcomes from USPTO patents with 853,638 reactions. The task is: Predict the reaction yield, written as a fraction of the theoretical maximum amount of product (1.0 means a 100% yield; for example, 0.34 means a 34% yield). (1) The reactants are Br[C:2]1[N:6]2[N:7]=[C:8]([NH:11][CH2:12][C:13]3[CH:18]=[CH:17][CH:16]=[CH:15][N:14]=3)[CH:9]=[CH:10][C:5]2=[N:4][CH:3]=1.[C:19]1(B(O)O)[CH2:23][CH2:22][CH2:21][CH:20]=1.[ClH:27].[CH3:28]COCC. No catalyst specified. The product is [ClH:27].[C:20]1([C:2]2[N:6]3[N:7]=[C:8]([NH:11][CH2:12][C:13]4[CH:18]=[CH:17][CH:16]=[CH:15][N:14]=4)[CH:9]=[CH:10][C:5]3=[N:4][CH:3]=2)[CH2:21][CH2:22][CH2:23][CH2:19][CH:28]=1. The yield is 0.640. (2) The yield is 0.630. The product is [CH:26]([C:23]1[CH:22]=[CH:21][C:20]([CH:19]=[C:18]([CH3:29])[CH2:17][O:1][C:2]2[CH:7]=[C:6]([CH3:8])[C:5]([NH:9][CH:10]=[O:11])=[C:4]([CH3:12])[C:3]=2[CH3:13])=[CH:25][CH:24]=1)([CH3:28])[CH3:27]. The catalyst is CN(C)C=O. The reactants are [OH:1][C:2]1[CH:7]=[C:6]([CH3:8])[C:5]([NH:9][CH:10]=[O:11])=[C:4]([CH3:12])[C:3]=1[CH3:13].[H-].[Na+].Br[CH2:17][C:18]([CH3:29])=[CH:19][C:20]1[CH:25]=[CH:24][C:23]([CH:26]([CH3:28])[CH3:27])=[CH:22][CH:21]=1.O. (3) The reactants are [C:1]([O:4][CH2:5][C@@H:6]1[C@@H:11]([O:12][C:13](=[O:15])[CH3:14])[C@H:10](OC(=O)C)[CH:9]=[CH:8][O:7]1)(=[O:3])[CH3:2].[Br:20][C:21]1[CH:22]=[C:23](B(O)O)[CH:24]=[CH:25][CH:26]=1. The catalyst is CC#N.C([O-])(=O)C.[Pd+2].C([O-])(=O)C. The product is [C:1]([O:4][CH2:5][C@@H:6]1[C@@H:11]([O:12][C:13](=[O:15])[CH3:14])[CH:10]=[CH:9][C@@H:8]([C:25]2[CH:24]=[CH:23][CH:22]=[C:21]([Br:20])[CH:26]=2)[O:7]1)(=[O:3])[CH3:2]. The yield is 0.400. (4) The reactants are [CH:1]1[CH:2]=[CH:3][C:4]([Cl:21])=[C:5]([C:7]2[C:14]3[CH:15]=[C:16]([Cl:19])[CH:17]=[CH:18][C:13]=3[NH:12][C:10](=[O:11])[CH:9]([OH:20])[N:8]=2)[CH:6]=1.C(O)C.ClCCl. The catalyst is C1(C)C=CC=CC=1. The product is [CH:1]1[CH:2]=[CH:3][C:4]([Cl:21])=[C:5]([C:7]2[C:14]3[CH:15]=[C:16]([Cl:19])[CH:17]=[CH:18][C:13]=3[NH:12][C:10](=[O:11])[CH:9]([OH:20])[N:8]=2)[CH:6]=1. The yield is 0.900. (5) The reactants are [CH3:1][C:2]([CH3:14])([CH3:13])[C:3]([NH:5][C:6]1[CH:11]=[CH:10][CH:9]=[C:8]([CH3:12])[N:7]=1)=[O:4].[Br:15]N1C(=O)CCC1=O. The catalyst is CC(N=NC(C#N)(C)C)(C#N)C.C(Cl)(Cl)(Cl)Cl. The product is [Br:15][CH2:12][C:8]1[N:7]=[C:6]([NH:5][C:3](=[O:4])[C:2]([CH3:14])([CH3:13])[CH3:1])[CH:11]=[CH:10][CH:9]=1. The yield is 0.0500. (6) The reactants are C([O:7][C:8]1[C:9]([CH3:28])=[C:10]2[N:15]([CH:16]=1)[N:14]=[CH:13][N:12]=[C:11]2[O:17][C:18]1[CH:23]=[CH:22][C:21]([N+:24]([O-:26])=[O:25])=[CH:20][C:19]=1[F:27])(=O)C(C)(C)C.[OH-].[Na+].Cl. The catalyst is C(O)C. The product is [F:27][C:19]1[CH:20]=[C:21]([N+:24]([O-:26])=[O:25])[CH:22]=[CH:23][C:18]=1[O:17][C:11]1[C:10]2=[C:9]([CH3:28])[C:8]([OH:7])=[CH:16][N:15]2[N:14]=[CH:13][N:12]=1. The yield is 0.530.